This data is from Reaction yield outcomes from USPTO patents with 853,638 reactions. The task is: Predict the reaction yield, written as a fraction of the theoretical maximum amount of product (1.0 means a 100% yield; for example, 0.34 means a 34% yield). The reactants are [O:1]1[CH:5]=[CH:4][C:3]([C:6]([NH:8][NH2:9])=O)=[N:2]1.[NH2:10][C:11](=S)[C:12]([O:14][CH2:15][CH3:16])=[O:13].[Cl-].[NH4+]. The catalyst is C(O)C. The product is [O:1]1[CH:5]=[CH:4][C:3]([C:6]2[N:10]=[C:11]([C:12]([O:14][CH2:15][CH3:16])=[O:13])[NH:9][N:8]=2)=[N:2]1. The yield is 0.240.